This data is from Peptide-MHC class II binding affinity with 134,281 pairs from IEDB. The task is: Regression. Given a peptide amino acid sequence and an MHC pseudo amino acid sequence, predict their binding affinity value. This is MHC class II binding data. (1) The peptide sequence is TFALWRVSAEEY. The MHC is DRB1_0405 with pseudo-sequence DRB1_0405. The binding affinity (normalized) is 0.605. (2) The peptide sequence is TQGLLGALLLWMGIN. The MHC is DRB1_0301 with pseudo-sequence DRB1_0301. The binding affinity (normalized) is 0. (3) The peptide sequence is EKKYFSATQFEPLAA. The MHC is DRB1_1001 with pseudo-sequence DRB1_1001. The binding affinity (normalized) is 0.572. (4) The binding affinity (normalized) is 0. The peptide sequence is VERSKAYSNCYPYDV. The MHC is DRB1_0301 with pseudo-sequence DRB1_0301. (5) The peptide sequence is IRGTSATAAAIQLKC. The MHC is DRB1_0802 with pseudo-sequence DRB1_0802. The binding affinity (normalized) is 0.452. (6) The MHC is DRB1_1201 with pseudo-sequence DRB1_1201. The binding affinity (normalized) is 0.109. The peptide sequence is KPNDFMPTFAKAMEK. (7) The peptide sequence is SGTYCLNVSLADTNS. The MHC is DRB1_0901 with pseudo-sequence DRB1_0901. The binding affinity (normalized) is 0.197. (8) The binding affinity (normalized) is 0.822. The MHC is DRB4_0101 with pseudo-sequence DRB4_0103. The peptide sequence is GELLIVDKIDAAFKI.